This data is from Full USPTO retrosynthesis dataset with 1.9M reactions from patents (1976-2016). The task is: Predict the reactants needed to synthesize the given product. The reactants are: Cl[C:2]1[CH:7]=[CH:6][C:5]([NH:8][C:9]([NH:11][C:12]2[CH:17]=[CH:16][CH:15]=[C:14]([C:18]3[CH:23]=[CH:22][CH:21]=[C:20]([N:24]4[CH2:28][CH2:27][CH2:26][CH2:25]4)[N:19]=3)[CH:13]=2)=[O:10])=[CH:4][CH:3]=1.N[C:30]1C=CC(C)=CC=1.CCN(C(C)C)C(C)C. Given the product [N:24]1([C:20]2[N:19]=[C:18]([C:14]3[CH:13]=[C:12]([NH:11][C:9]([NH:8][C:5]4[CH:6]=[CH:7][C:2]([CH3:30])=[CH:3][CH:4]=4)=[O:10])[CH:17]=[CH:16][CH:15]=3)[CH:23]=[CH:22][CH:21]=2)[CH2:28][CH2:27][CH2:26][CH2:25]1, predict the reactants needed to synthesize it.